This data is from Forward reaction prediction with 1.9M reactions from USPTO patents (1976-2016). The task is: Predict the product of the given reaction. (1) Given the reactants [C:1]([C:9]1[CH:14]=[CH:13][CH:12]=[CH:11][CH:10]=1)(=O)[C:2]1[CH:7]=[CH:6][CH:5]=[CH:4][CH:3]=1.[CH2:15]([CH2:17][NH2:18])[OH:16].C1(C)C=CC(S(O)(=O)=O)=CC=1.C1(C)C=CC=CC=1, predict the reaction product. The product is: [C:1](=[NH:18])([C:9]1[CH:14]=[CH:13][CH:12]=[CH:11][CH:10]=1)[C:2]1[CH:7]=[CH:6][CH:5]=[CH:4][CH:3]=1.[CH2:15]([OH:16])[CH3:17]. (2) Given the reactants [NH:1]1[CH:5]=[C:4]([B:6]2[O:14][C:11]([CH3:13])([CH3:12])[C:8]([CH3:10])([CH3:9])[O:7]2)[CH:3]=[N:2]1.[H-].[Na+].[C:17]([O:20][CH2:21][CH2:22]Br)(=[O:19])[CH3:18], predict the reaction product. The product is: [C:17]([O:20][CH2:21][CH2:22][N:2]1[CH:3]=[C:4]([B:6]2[O:7][C:8]([CH3:9])([CH3:10])[C:11]([CH3:13])([CH3:12])[O:14]2)[CH:5]=[N:1]1)(=[O:19])[CH3:18]. (3) Given the reactants [CH2:1]1[CH2:9][O:8][C:7]2[C:3](=[C:4]([CH:10]=O)[S:5][CH:6]=2)[O:2]1.[C:12]1([NH:18][NH2:19])[CH:17]=[CH:16][CH:15]=[CH:14][CH:13]=1, predict the reaction product. The product is: [C:12]1([NH:18][N:19]=[CH:10][C:4]2[S:5][CH:6]=[C:7]3[O:8][CH2:9][CH2:1][O:2][C:3]=23)[CH:17]=[CH:16][CH:15]=[CH:14][CH:13]=1. (4) Given the reactants COC(=O)N.[CH3:6][O:7][C:8](=[O:35])[NH:9][CH:10]([C:14]([N:16]1[CH2:20][CH2:19][CH2:18][CH:17]1[C:21]1[NH:22][C:23]([C:26]#[C:27][C:28]2[CH:33]=CC(Br)=CC=2)=[CH:24][N:25]=1)=[O:15])[CH:11]([CH3:13])[CH3:12].[CH3:36][O:37][C:38](=[O:68])[NH:39][CH:40]([C:44]([N:46]1[CH2:50][CH2:49][CH2:48][CH:47]1[C:51]1[NH:52][C:53]([C:56]2[CH:65]=[CH:64][C:63]3[C:58](=[CH:59][CH:60]=[C:61]([C:66]#[CH:67])[CH:62]=3)[CH:57]=2)=[CH:54][N:55]=1)=[O:45])[CH:41]([CH3:43])[CH3:42].COC(=O)N[CH:73](C(N1CCCC1C1NC(C#C)=CN=1)=O)[CH:74](C)C, predict the reaction product. The product is: [CH3:36][O:37][C:38](=[O:68])[NH:39][CH:40]([C:44]([N:46]1[CH2:50][CH2:49][CH2:48][CH:47]1[C:51]1[NH:52][C:53]([C:56]2[CH:65]=[CH:64][C:63]3[C:58](=[CH:59][CH:60]=[C:61]([C:66]#[C:67][C:27]4[CH:28]=[CH:33][C:24]5[N:25]=[C:21]([CH:17]6[CH:18]7[CH2:19][CH:20]([CH2:73][CH2:74]7)[N:16]6[C:14](=[O:15])[CH:10]([NH:9][C:8]([O:7][CH3:6])=[O:35])[CH:11]([CH3:13])[CH3:12])[NH:22][C:23]=5[CH:26]=4)[CH:62]=3)[CH:57]=2)=[CH:54][N:55]=1)=[O:45])[CH:41]([CH3:43])[CH3:42]. (5) Given the reactants [Br:1][C:2]1[CH:7]=[CH:6][C:5]([NH:8][S:9]([C:12]2[S:16][C:15]3[CH:17]=[CH:18][C:19]([F:21])=[CH:20][C:14]=3[C:13]=2[CH3:22])(=[O:11])=[O:10])=[C:4]([CH2:23][S:24][CH3:25])[CH:3]=1.ClC1C=CC=C(C(OO)=[O:34])C=1, predict the reaction product. The product is: [Br:1][C:2]1[CH:7]=[CH:6][C:5]([NH:8][S:9]([C:12]2[S:16][C:15]3[CH:17]=[CH:18][C:19]([F:21])=[CH:20][C:14]=3[C:13]=2[CH3:22])(=[O:11])=[O:10])=[C:4]([CH2:23][S:24]([CH3:25])=[O:34])[CH:3]=1.